Dataset: Full USPTO retrosynthesis dataset with 1.9M reactions from patents (1976-2016). Task: Predict the reactants needed to synthesize the given product. (1) Given the product [C:22]12([CH2:32][NH:33][CH2:3][CH:2]([OH:1])[CH2:4][O:5][C:6]3[CH:21]=[CH:20][CH:19]=[CH:18][C:7]=3[C:8]([NH:10][C:11]3[CH:16]=[CH:15][C:14]([CH3:17])=[CH:13][CH:12]=3)=[O:9])[CH2:29][CH:28]3[CH2:27][CH:26]([CH2:25][CH:24]([CH2:30]3)[CH2:23]1)[CH2:31]2, predict the reactants needed to synthesize it. The reactants are: [O:1]1[CH2:3][CH:2]1[CH2:4][O:5][C:6]1[CH:21]=[CH:20][CH:19]=[CH:18][C:7]=1[C:8]([NH:10][C:11]1[CH:16]=[CH:15][C:14]([CH3:17])=[CH:13][CH:12]=1)=[O:9].[C:22]12([CH2:32][NH2:33])[CH2:31][CH:26]3[CH2:27][CH:28]([CH2:30][CH:24]([CH2:25]3)[CH2:23]1)[CH2:29]2. (2) Given the product [C:8]([C:6]1[C:5]([O:12][CH3:13])=[CH:4][C:3]([CH2:14][S:15][CH3:16])=[C:2]([C:24]2[C:19]([O:18][CH3:17])=[N:20][CH:21]=[CH:22][CH:23]=2)[CH:7]=1)([CH3:11])([CH3:10])[CH3:9], predict the reactants needed to synthesize it. The reactants are: Br[C:2]1[CH:7]=[C:6]([C:8]([CH3:11])([CH3:10])[CH3:9])[C:5]([O:12][CH3:13])=[CH:4][C:3]=1[CH2:14][S:15][CH3:16].[CH3:17][O:18][C:19]1[C:24](B(O)O)=[CH:23][CH:22]=[CH:21][N:20]=1.C([O-])([O-])=O.[Na+].[Na+].